From a dataset of Peptide-MHC class II binding affinity with 134,281 pairs from IEDB. Regression. Given a peptide amino acid sequence and an MHC pseudo amino acid sequence, predict their binding affinity value. This is MHC class II binding data. The peptide sequence is LVGPFNFRFMSKGGM. The MHC is HLA-DPA10201-DPB11401 with pseudo-sequence HLA-DPA10201-DPB11401. The binding affinity (normalized) is 0.0981.